From a dataset of Forward reaction prediction with 1.9M reactions from USPTO patents (1976-2016). Predict the product of the given reaction. (1) Given the reactants [CH2:1]([OH:8])[CH2:2][CH2:3][CH2:4][CH2:5][CH2:6][OH:7].[CH3:9][C:10](C)([O-])[CH3:11].[K+].ICCC.O, predict the reaction product. The product is: [CH2:9]([O:7][CH2:6][CH2:5][CH2:4][CH2:3][CH2:2][CH2:1][OH:8])[CH2:10][CH3:11]. (2) The product is: [Br:3][C:4]1[C:12]2[C:7](=[CH:8][CH:9]=[CH:10][CH:11]=2)[N:6]([CH2:14][C:15]2[CH:16]=[CH:17][C:18]([C:21]([F:22])([F:23])[F:24])=[CH:19][CH:20]=2)[N:5]=1. Given the reactants [OH-].[K+].[Br:3][C:4]1[C:12]2[C:7](=[CH:8][CH:9]=[CH:10][CH:11]=2)[NH:6][N:5]=1.Br[CH2:14][C:15]1[CH:20]=[CH:19][C:18]([C:21]([F:24])([F:23])[F:22])=[CH:17][CH:16]=1, predict the reaction product. (3) Given the reactants [CH2:1]([O:8][C:9]1[CH:14]=[CH:13][NH:12][C:11](=[O:15])[C:10]=1[Br:16])[C:2]1[CH:7]=[CH:6][CH:5]=[CH:4][CH:3]=1.Br[CH2:18][C:19]1[CH:20]=[CH:21][C:22]([F:25])=[N:23][CH:24]=1.C(=O)([O-])[O-], predict the reaction product. The product is: [CH2:1]([O:8][C:9]1[CH:14]=[CH:13][N:12]([CH2:18][C:19]2[CH:24]=[N:23][C:22]([F:25])=[CH:21][CH:20]=2)[C:11](=[O:15])[C:10]=1[Br:16])[C:2]1[CH:3]=[CH:4][CH:5]=[CH:6][CH:7]=1. (4) Given the reactants [Br:1][C:2]1[CH:7]=[CH:6][C:5]([S:8]([N-:11][C:12]([CH3:15])([CH3:14])[CH3:13])(=[O:10])=[O:9])=[CH:4][CH:3]=1.[C:16](=O)([O-])[O-].[K+].[K+].IC.O, predict the reaction product. The product is: [Br:1][C:2]1[CH:3]=[CH:4][C:5]([S:8]([N:11]([C:12]([CH3:15])([CH3:14])[CH3:13])[CH3:16])(=[O:10])=[O:9])=[CH:6][CH:7]=1. (5) Given the reactants [O:1]([C:8]1[CH:13]=[C:12]([C:14]([F:17])([F:16])[F:15])[CH:11]=[CH:10][C:9]=1[OH:18])[C:2]1[CH:7]=[CH:6][CH:5]=[CH:4][CH:3]=1.[OH:19][C@@H:20]([CH3:34])[CH2:21][CH2:22]OS(C1C=CC(C)=CC=1)(=O)=O.C([O-])([O-])=O.[Cs+].[Cs+], predict the reaction product. The product is: [O:1]([C:8]1[CH:13]=[C:12]([C:14]([F:15])([F:16])[F:17])[CH:11]=[CH:10][C:9]=1[O:18][CH2:22][CH2:21][C@@H:20]([OH:19])[CH3:34])[C:2]1[CH:3]=[CH:4][CH:5]=[CH:6][CH:7]=1.